From a dataset of Reaction yield outcomes from USPTO patents with 853,638 reactions. Predict the reaction yield, written as a fraction of the theoretical maximum amount of product (1.0 means a 100% yield; for example, 0.34 means a 34% yield). (1) The reactants are [N:1]([CH2:4][CH2:5][NH:6][C:7](=[O:21])[CH2:8][CH2:9][CH2:10][CH2:11][CH2:12][CH2:13][CH2:14][CH2:15][CH2:16][CH2:17]CCC)=[N+:2]=[N-:3].N([CH2:25][CH2:26]N)=[N+]=[N-].C(N(CC)CC)C. The catalyst is ClCCl. The product is [N:1]([CH2:4][CH2:5][NH:6][C:7]([C:8]1[CH:9]=[CH:10][C:11]([C:12]2[CH:13]=[CH:14][CH:15]=[CH:16][CH:17]=2)=[CH:26][CH:25]=1)=[O:21])=[N+:2]=[N-:3]. The yield is 0.850. (2) The reactants are C1(N2CCN(CC3CCC4C(=CC=CC=4)N3)CC2)C2C(=CC=CC=2)C=CN=1.[F:28][C:29]([F:58])([F:57])[O:30][C:31]1[CH:32]=[C:33]2[C:38](=[CH:39][CH:40]=1)[N:37]=[C:36]([CH2:41][N:42]1[CH2:47][CH2:46][N:45]([C:48]3[CH:56]=[CH:55][CH:54]=[C:53]4[C:49]=3[CH:50]=[CH:51][NH:52]4)[CH2:44][CH2:43]1)[CH:35]=[CH:34]2. No catalyst specified. The product is [F:57][C:29]([F:28])([F:58])[O:30][C:31]1[CH:32]=[C:33]2[C:38](=[CH:39][CH:40]=1)[NH:37][CH:36]([CH2:41][N:42]1[CH2:47][CH2:46][N:45]([C:48]3[CH:56]=[CH:55][CH:54]=[C:53]4[C:49]=3[CH:50]=[CH:51][NH:52]4)[CH2:44][CH2:43]1)[CH2:35][CH2:34]2. The yield is 0.290. (3) The yield is 0.830. The product is [CH3:16][O:15][CH:14]([O:17][CH3:18])[CH2:13][N:12]1[C:3]2[C:4]([C:5]([O:7][CH3:8])=[O:6])=[CH:9][CH:10]=[CH:11][C:2]=2[N:1]=[C:21]1[C:26]1[CH:31]=[CH:30][CH:29]=[CH:28][CH:27]=1. The reactants are [NH2:1][C:2]1[C:3]([NH:12][CH2:13][CH:14]([O:17][CH3:18])[O:15][CH3:16])=[C:4]([CH:9]=[CH:10][CH:11]=1)[C:5]([O:7][CH3:8])=[O:6].CO[C:21]([C:26]1[CH:31]=[CH:30][CH:29]=[CH:28][CH:27]=1)(OC)OC. The catalyst is C(O)(=O)C. (4) The reactants are Cl.[CH3:2][C:3]1[CH:8]=[CH:7][N:6]=[C:5]([SH:9])[N:4]=1.C(=O)([O-])[O-].[K+].[K+].Br[CH2:17][C:18]1[C:23]([Cl:24])=[C:22]([Cl:25])[CH:21]=[CH:20][C:19]=1[Cl:26].C(OCC)C. The catalyst is CN(C=O)C. The product is [CH3:2][C:3]1[CH:8]=[CH:7][N:6]=[C:5]([S:9][CH2:17][C:18]2[C:19]([Cl:26])=[CH:20][CH:21]=[C:22]([Cl:25])[C:23]=2[Cl:24])[N:4]=1. The yield is 0.220. (5) The reactants are [O:1]1[CH2:6][CH2:5][O:4][CH2:3][CH:2]1[CH:7](/[N:9]=[C:10](\[CH3:23])/[CH:11]([C:16]1[CH:21]=[CH:20][CH:19]=[CH:18][C:17]=1Br)[C:12]([O:14][CH3:15])=[O:13])[CH3:8].CC(C)([O-])C.[Na+]. The catalyst is O1CCOCC1. The product is [O:1]1[CH2:6][CH2:5][O:4][CH2:3][CH:2]1[CH:7]([N:9]1[C:21]2[C:16](=[CH:17][CH:18]=[CH:19][CH:20]=2)[C:11]([C:12]([O:14][CH3:15])=[O:13])=[C:10]1[CH3:23])[CH3:8]. The yield is 0.890. (6) The reactants are [C:1]1([CH:7]([C:30]2[CH:35]=[CH:34][CH:33]=[CH:32][CH:31]=2)[N:8]2[C:16]3[C:11](=[CH:12][CH:13]=[CH:14][CH:15]=3)[C:10](O)([C:17]3[CH:18]=[C:19]4[C:24](=[CH:25][C:26]=3[OH:27])[N:23]=[CH:22][CH:21]=[N:20]4)[C:9]2=[O:29])[CH:6]=[CH:5][CH:4]=[CH:3][CH:2]=1. The catalyst is [Zn].S(Cl)(Cl)=O. The product is [C:30]1([CH:7]([C:1]2[CH:2]=[CH:3][CH:4]=[CH:5][CH:6]=2)[N:8]2[C:16]3[C:11](=[CH:12][CH:13]=[CH:14][CH:15]=3)[CH:10]([C:17]3[CH:18]=[C:19]4[C:24](=[CH:25][C:26]=3[OH:27])[N:23]=[CH:22][CH:21]=[N:20]4)[C:9]2=[O:29])[CH:31]=[CH:32][CH:33]=[CH:34][CH:35]=1. The yield is 0.830.